Dataset: Full USPTO retrosynthesis dataset with 1.9M reactions from patents (1976-2016). Task: Predict the reactants needed to synthesize the given product. Given the product [CH2:1]([O:8][C:9]1[CH:10]=[C:11]2[C:16](=[CH:17][C:18]=1[O:19][CH3:20])[CH:15](/[CH:21]=[CH:51]/[C:50]1[C:45]([O:44][CH3:43])=[N:46][C:47]([O:53][CH3:54])=[CH:48][CH:49]=1)[NH:14][CH2:13][CH2:12]2)[C:2]1[CH:7]=[CH:6][CH:5]=[CH:4][CH:3]=1, predict the reactants needed to synthesize it. The reactants are: [CH2:1]([O:8][C:9]1[CH:10]=[C:11]2[C:16](=[CH:17][C:18]=1[O:19][CH3:20])[CH:15]([CH2:21]S(C1N(C3C=CC=CC=3)N=NN=1)(=O)=O)[N:14](C(OC(C)(C)C)=O)[CH2:13][CH2:12]2)[C:2]1[CH:7]=[CH:6][CH:5]=[CH:4][CH:3]=1.[CH3:43][O:44][C:45]1[C:50]([CH:51]=O)=[CH:49][CH:48]=[C:47]([O:53][CH3:54])[N:46]=1.C[Si]([N-][Si](C)(C)C)(C)C.[Li+].